From a dataset of Forward reaction prediction with 1.9M reactions from USPTO patents (1976-2016). Predict the product of the given reaction. (1) Given the reactants [C:1]([O:5][C:6]1[CH:11]=[CH:10][C:9]([CH2:12][C@H:13]([NH:36]C(=O)OCC2C3C=CC=CC=3C3C2=CC=CC=3)[C:14]([N:16]([CH2:28][CH:29]([O:33][CH2:34][CH3:35])[O:30][CH2:31][CH3:32])[CH2:17][C:18]2[C:27]3[C:22](=[CH:23][CH:24]=[CH:25][CH:26]=3)[N:21]=[CH:20][CH:19]=2)=[O:15])=[CH:8][CH:7]=1)([CH3:4])([CH3:3])[CH3:2].N1CCCCC1, predict the reaction product. The product is: [NH2:36][C@@H:13]([CH2:12][C:9]1[CH:10]=[CH:11][C:6]([O:5][C:1]([CH3:3])([CH3:2])[CH3:4])=[CH:7][CH:8]=1)[C:14]([N:16]([CH2:28][CH:29]([O:30][CH2:31][CH3:32])[O:33][CH2:34][CH3:35])[CH2:17][C:18]1[C:27]2[C:22](=[CH:23][CH:24]=[CH:25][CH:26]=2)[N:21]=[CH:20][CH:19]=1)=[O:15]. (2) Given the reactants P(Cl)(Cl)([Cl:3])=O.[CH2:6]([O:13][C:14]1[CH:23]=[C:22]2[C:17]([C:18](=O)[NH:19][CH:20]=[N:21]2)=[CH:16][C:15]=1[O:25][CH3:26])[C:7]1[CH:12]=[CH:11][CH:10]=[CH:9][CH:8]=1.C(N(C(C)C)CC)(C)C.[OH-].[Na+], predict the reaction product. The product is: [CH2:6]([O:13][C:14]1[CH:23]=[C:22]2[C:17]([C:18]([Cl:3])=[N:19][CH:20]=[N:21]2)=[CH:16][C:15]=1[O:25][CH3:26])[C:7]1[CH:12]=[CH:11][CH:10]=[CH:9][CH:8]=1.